Dataset: Ames mutagenicity test results for genotoxicity prediction. Task: Regression/Classification. Given a drug SMILES string, predict its toxicity properties. Task type varies by dataset: regression for continuous values (e.g., LD50, hERG inhibition percentage) or binary classification for toxic/non-toxic outcomes (e.g., AMES mutagenicity, cardiotoxicity, hepatotoxicity). Dataset: ames. The result is 0 (non-mutagenic). The compound is CCC1CN2CCc3cc(OC)c(OC)cc3C2CC1CC1NCCc2cc(OC)c(OC)cc21.